Dataset: NCI-60 drug combinations with 297,098 pairs across 59 cell lines. Task: Regression. Given two drug SMILES strings and cell line genomic features, predict the synergy score measuring deviation from expected non-interaction effect. (1) Drug 1: C1=C(C(=O)NC(=O)N1)N(CCCl)CCCl. Cell line: M14. Synergy scores: CSS=29.6, Synergy_ZIP=2.97, Synergy_Bliss=1.01, Synergy_Loewe=-2.69, Synergy_HSA=-2.42. Drug 2: COC1=C2C(=CC3=C1OC=C3)C=CC(=O)O2. (2) Drug 1: C1=CC(=CC=C1CCCC(=O)O)N(CCCl)CCCl. Drug 2: C1=CN(C(=O)N=C1N)C2C(C(C(O2)CO)O)O.Cl. Cell line: NCI-H522. Synergy scores: CSS=35.7, Synergy_ZIP=-9.50, Synergy_Bliss=-8.75, Synergy_Loewe=-14.8, Synergy_HSA=-0.349. (3) Drug 1: CN1C2=C(C=C(C=C2)N(CCCl)CCCl)N=C1CCCC(=O)O.Cl. Drug 2: CC(C)CN1C=NC2=C1C3=CC=CC=C3N=C2N. Cell line: HOP-62. Synergy scores: CSS=6.88, Synergy_ZIP=2.63, Synergy_Bliss=-3.01, Synergy_Loewe=2.69, Synergy_HSA=-1.45. (4) Drug 1: CCC1(CC2CC(C3=C(CCN(C2)C1)C4=CC=CC=C4N3)(C5=C(C=C6C(=C5)C78CCN9C7C(C=CC9)(C(C(C8N6C=O)(C(=O)OC)O)OC(=O)C)CC)OC)C(=O)OC)O.OS(=O)(=O)O. Drug 2: C1=CC=C(C(=C1)C(C2=CC=C(C=C2)Cl)C(Cl)Cl)Cl. Cell line: M14. Synergy scores: CSS=25.9, Synergy_ZIP=-8.63, Synergy_Bliss=-3.53, Synergy_Loewe=-87.0, Synergy_HSA=-6.11. (5) Cell line: OVCAR-5. Drug 2: CS(=O)(=O)CCNCC1=CC=C(O1)C2=CC3=C(C=C2)N=CN=C3NC4=CC(=C(C=C4)OCC5=CC(=CC=C5)F)Cl. Synergy scores: CSS=53.5, Synergy_ZIP=8.89, Synergy_Bliss=9.31, Synergy_Loewe=-4.88, Synergy_HSA=9.70. Drug 1: CC1=C2C(C(=O)C3(C(CC4C(C3C(C(C2(C)C)(CC1OC(=O)C(C(C5=CC=CC=C5)NC(=O)OC(C)(C)C)O)O)OC(=O)C6=CC=CC=C6)(CO4)OC(=O)C)OC)C)OC.